Dataset: CYP2D6 inhibition data for predicting drug metabolism from PubChem BioAssay. Task: Regression/Classification. Given a drug SMILES string, predict its absorption, distribution, metabolism, or excretion properties. Task type varies by dataset: regression for continuous measurements (e.g., permeability, clearance, half-life) or binary classification for categorical outcomes (e.g., BBB penetration, CYP inhibition). Dataset: cyp2d6_veith. (1) The compound is O=C(CN1CCCCC1)Nc1nnc(-c2ccc([N+](=O)[O-])cc2)s1. The result is 0 (non-inhibitor). (2) The compound is CCOC(=O)N1N=C(c2ccccc2)CC1(O)C(F)(F)F. The result is 0 (non-inhibitor). (3) The drug is Cc1ccc(NC(=O)c2ccccc2C(=O)O)cc1C. The result is 0 (non-inhibitor).